Dataset: Cav3 T-type calcium channel HTS with 100,875 compounds. Task: Binary Classification. Given a drug SMILES string, predict its activity (active/inactive) in a high-throughput screening assay against a specified biological target. The molecule is s1c(C(=O)N2C(CCC2)C(OCc2ccccc2)=O)ccc1. The result is 0 (inactive).